This data is from Full USPTO retrosynthesis dataset with 1.9M reactions from patents (1976-2016). The task is: Predict the reactants needed to synthesize the given product. (1) Given the product [F:11][C:12]([F:19])([F:18])[C@@H:13]([CH3:17])[CH2:14][CH:15]=[O:16], predict the reactants needed to synthesize it. The reactants are: C(Cl)(=O)C(Cl)=O.CS(C)=O.[F:11][C:12]([F:19])([F:18])[C@@H:13]([CH3:17])[CH2:14][CH2:15][OH:16].CCN(CC)CC.Cl. (2) Given the product [N+:8]([C:3]1[C:2]([S:17][C:11]2[CH:16]=[CH:15][CH:14]=[CH:13][CH:12]=2)=[CH:7][CH:6]=[CH:5][N:4]=1)([O-:10])=[O:9], predict the reactants needed to synthesize it. The reactants are: Cl[C:2]1[C:3]([N+:8]([O-:10])=[O:9])=[N:4][CH:5]=[CH:6][CH:7]=1.[C:11]1([SH:17])[CH:16]=[CH:15][CH:14]=[CH:13][CH:12]=1.C(=O)([O-])[O-].[Cs+].[Cs+]. (3) The reactants are: F[C:2]1[CH:7]=[C:6]([Cl:8])[CH:5]=[CH:4][C:3]=1[N+:9]([O-:11])=[O:10].C(N(CC)CC)C.O.[C:20]1([SH:26])[CH:25]=[CH:24][CH:23]=[CH:22][CH:21]=1. Given the product [Cl:8][C:6]1[CH:5]=[CH:4][C:3]([N+:9]([O-:11])=[O:10])=[C:2]([S:26][C:20]2[CH:25]=[CH:24][CH:23]=[CH:22][CH:21]=2)[CH:7]=1, predict the reactants needed to synthesize it. (4) The reactants are: Cl.Cl.[CH3:3][C:4]1[N:9]=[CH:8][N:7]=[C:6]([N:10]2[CH2:15][CH2:14][CH:13]([NH2:16])[CH2:12][CH2:11]2)[CH:5]=1.Br[C:18]1[N:34]=[C:21]2[C:22]([C:26]3[CH:31]=[CH:30][C:29]([F:32])=[CH:28][C:27]=3[Cl:33])=[CH:23][CH:24]=[CH:25][N:20]2[N:19]=1.C1(P(C2C=CC=CC=2)C2C3OC4C(=CC=CC=4P(C4C=CC=CC=4)C4C=CC=CC=4)C(C)(C)C=3C=CC=2)C=CC=CC=1.[O-]C1C=CC=CC=1.[Na+]. Given the product [Cl:33][C:27]1[CH:28]=[C:29]([F:32])[CH:30]=[CH:31][C:26]=1[C:22]1[C:21]2[N:20]([N:19]=[C:18]([NH:16][CH:13]3[CH2:14][CH2:15][N:10]([C:6]4[CH:5]=[C:4]([CH3:3])[N:9]=[CH:8][N:7]=4)[CH2:11][CH2:12]3)[N:34]=2)[CH:25]=[CH:24][CH:23]=1, predict the reactants needed to synthesize it.